Dataset: Peptide-MHC class I binding affinity with 185,985 pairs from IEDB/IMGT. Task: Regression. Given a peptide amino acid sequence and an MHC pseudo amino acid sequence, predict their binding affinity value. This is MHC class I binding data. (1) The peptide sequence is NINIEVKLFI. The MHC is HLA-A02:02 with pseudo-sequence HLA-A02:02. The binding affinity (normalized) is 0.128. (2) The peptide sequence is CGDPSSLDY. The MHC is HLA-A29:02 with pseudo-sequence HLA-A29:02. The binding affinity (normalized) is 0.218. (3) The peptide sequence is RMIESRMSK. The MHC is HLA-B08:01 with pseudo-sequence HLA-B08:01. The binding affinity (normalized) is 0.0847. (4) The peptide sequence is SPLTLLIKTL. The MHC is HLA-B54:01 with pseudo-sequence HLA-B54:01. The binding affinity (normalized) is 0. (5) The peptide sequence is VLQQHSIAYG. The MHC is HLA-B08:01 with pseudo-sequence HLA-B08:01. The binding affinity (normalized) is 0.117. (6) The peptide sequence is IESNPLFPV. The MHC is HLA-B27:03 with pseudo-sequence HLA-B27:03. The binding affinity (normalized) is 0.0847. (7) The peptide sequence is KSLYNTVAVLY. The MHC is HLA-A11:01 with pseudo-sequence HLA-A11:01. The binding affinity (normalized) is 0.0847. (8) The peptide sequence is PAEMLASI. The MHC is HLA-A02:06 with pseudo-sequence HLA-A02:06. The binding affinity (normalized) is 0. (9) The binding affinity (normalized) is 0.213. The MHC is HLA-A30:01 with pseudo-sequence HLA-A30:01. The peptide sequence is IVAPYLFWL.